Dataset: Forward reaction prediction with 1.9M reactions from USPTO patents (1976-2016). Task: Predict the product of the given reaction. (1) Given the reactants F[C:2]1[CH:18]=[C:17]([N+:19]([O-:21])=[O:20])[CH:16]=[CH:15][C:3]=1[N:4]([CH2:10][C:11]([F:14])([F:13])[F:12])[C@H:5]([CH2:8][CH3:9])[CH2:6][OH:7].[H-].[Na+], predict the reaction product. The product is: [CH2:8]([C@H:5]1[N:4]([CH2:10][C:11]([F:14])([F:13])[F:12])[C:3]2[CH:15]=[CH:16][C:17]([N+:19]([O-:21])=[O:20])=[CH:18][C:2]=2[O:7][CH2:6]1)[CH3:9]. (2) Given the reactants [F-].C([N+](CCCC)(CCCC)CCCC)CCC.[Si]([O:26][CH2:27][CH2:28][CH2:29][CH2:30][C:31]([C:43]1[CH:48]=[C:47]([F:49])[CH:46]=[CH:45][C:44]=1[F:50])([S:33]([C:36]1[CH:41]=[CH:40][C:39]([Cl:42])=[CH:38][CH:37]=1)(=[O:35])=[O:34])[CH3:32])(C(C)(C)C)(C)C, predict the reaction product. The product is: [Cl:42][C:39]1[CH:38]=[CH:37][C:36]([S:33]([C:31]([C:43]2[CH:48]=[C:47]([F:49])[CH:46]=[CH:45][C:44]=2[F:50])([CH3:32])[CH2:30][CH2:29][CH2:28][CH2:27][OH:26])(=[O:35])=[O:34])=[CH:41][CH:40]=1.